From a dataset of Forward reaction prediction with 1.9M reactions from USPTO patents (1976-2016). Predict the product of the given reaction. (1) Given the reactants [Cl:1][C:2]1[CH:7]=[CH:6][C:5]([CH2:8][C:9]([O:11]C)=[O:10])=[CH:4][C:3]=1[NH:13][C:14]([NH:16][C:17]1[CH:22]=[CH:21][CH:20]=[CH:19][N:18]=1)=[O:15].[OH-].[Na+], predict the reaction product. The product is: [Cl:1][C:2]1[CH:7]=[CH:6][C:5]([CH2:8][C:9]([OH:11])=[O:10])=[CH:4][C:3]=1[NH:13][C:14]([NH:16][C:17]1[CH:22]=[CH:21][CH:20]=[CH:19][N:18]=1)=[O:15]. (2) Given the reactants [N:1]1[CH:6]=[CH:5][C:4]([N:7]2[CH2:16][CH2:15][C:10]3([CH2:14][NH:13][CH2:12][CH2:11]3)[CH2:9][CH2:8]2)=[CH:3][CH:2]=1.CCN(C(C)C)C(C)C.[N+](C1C=CC([O:35][C:36]([N:38]2[CH2:43][CH2:42][N:41]([CH2:44][CH2:45][C:46]([O:48][CH2:49][CH3:50])=[O:47])[C:40](=[O:51])[CH2:39]2)=O)=CC=1)([O-])=O, predict the reaction product. The product is: [O:51]=[C:40]1[CH2:39][N:38]([C:36]([N:13]2[CH2:12][CH2:11][C:10]3([CH2:15][CH2:16][N:7]([C:4]4[CH:3]=[CH:2][N:1]=[CH:6][CH:5]=4)[CH2:8][CH2:9]3)[CH2:14]2)=[O:35])[CH2:43][CH2:42][N:41]1[CH2:44][CH2:45][C:46]([O:48][CH2:49][CH3:50])=[O:47]. (3) Given the reactants [CH3:1][N:2]1[CH2:15][CH2:14][C:13]2[C:12]3[CH:11]=[C:10]([CH3:16])[CH:9]=[CH:8][C:7]=3[NH:6][C:5]=2[CH2:4][CH2:3]1.N1C2C(=CC=C3C=2N=CC=C3)C=CC=1.[O-]P([O-])([O-])=O.[K+].[K+].[K+].Br[C:40]#[C:41][C:42]1[CH:47]=[CH:46][C:45]([O:48][CH3:49])=[C:44]([F:50])[CH:43]=1, predict the reaction product. The product is: [F:50][C:44]1[CH:43]=[C:42]([C:41]#[C:40][N:6]2[C:7]3[CH:8]=[CH:9][C:10]([CH3:16])=[CH:11][C:12]=3[C:13]3[CH2:14][CH2:15][N:2]([CH3:1])[CH2:3][CH2:4][C:5]2=3)[CH:47]=[CH:46][C:45]=1[O:48][CH3:49]. (4) Given the reactants [C:1]([O:5][C:6](=[O:17])[NH:7][CH:8]([CH:11]([OH:16])[C:12](=[NH:15])[NH:13][OH:14])[CH2:9][CH3:10])([CH3:4])([CH3:3])[CH3:2].[C:18](O)(=[O:25])[C:19]1[CH:24]=[CH:23][CH:22]=[CH:21][CH:20]=1.CCN=C=NCCCN(C)C.C1C=CC2N(O)N=NC=2C=1.C(N(CC)CC)C, predict the reaction product. The product is: [C:1]([O:5][C:6](=[O:17])[NH:7][CH:8]([CH:11]([OH:16])[C:12](=[NH:15])[NH:13][O:14][C:18](=[O:25])[C:19]1[CH:24]=[CH:23][CH:22]=[CH:21][CH:20]=1)[CH2:9][CH3:10])([CH3:2])([CH3:3])[CH3:4]. (5) Given the reactants [NH:1]1[CH2:6][CH2:5][CH:4]([NH:7][C:8](=[O:14])[O:9][C:10]([CH3:13])([CH3:12])[CH3:11])[CH2:3][CH2:2]1.Br[C:16]1[CH:21]=[CH:20][CH:19]=[CH:18][N:17]=1.CC1(C)C2C(=C(P(C3C=CC=CC=3)C3C=CC=CC=3)C=CC=2)OC2C(P(C3C=CC=CC=3)C3C=CC=CC=3)=CC=CC1=2.C([O-])([O-])=O.[Cs+].[Cs+], predict the reaction product. The product is: [N:17]1[CH:18]=[CH:19][CH:20]=[CH:21][C:16]=1[N:1]1[CH2:2][CH2:3][CH:4]([NH:7][C:8](=[O:14])[O:9][C:10]([CH3:11])([CH3:13])[CH3:12])[CH2:5][CH2:6]1. (6) Given the reactants CN(C)C=O.[N:6]1[CH:11]=[CH:10][CH:9]=[CH:8][C:7]=1[S:12]([CH:15]([NH:27][CH2:28][C:29]1[CH:34]=[CH:33][C:32]([C:35]2[S:36][CH:37]=[CH:38][N:39]=2)=[CH:31][CH:30]=1)[C:16]1[N:21]=[C:20]([NH:22][CH2:23][C:24]([OH:26])=[O:25])[CH:19]=[CH:18][CH:17]=1)(=[O:14])=[O:13].C(=O)([O-])[O-].[K+].[K+].[N:46]1([CH2:52][CH2:53]CS([O-])(=O)=O)[CH2:51][CH2:50][O:49][CH2:48][CH2:47]1, predict the reaction product. The product is: [N:46]1([CH2:52][CH2:53][O:25][C:24](=[O:26])[CH2:23][NH:22][C:20]2[CH:19]=[CH:18][CH:17]=[C:16]([CH:15]([S:12]([C:7]3[CH:8]=[CH:9][CH:10]=[CH:11][N:6]=3)(=[O:14])=[O:13])[NH:27][CH2:28][C:29]3[CH:34]=[CH:33][C:32]([C:35]4[S:36][CH:37]=[CH:38][N:39]=4)=[CH:31][CH:30]=3)[N:21]=2)[CH2:51][CH2:50][O:49][CH2:48][CH2:47]1.